From a dataset of HIV replication inhibition screening data with 41,000+ compounds from the AIDS Antiviral Screen. Binary Classification. Given a drug SMILES string, predict its activity (active/inactive) in a high-throughput screening assay against a specified biological target. (1) The drug is Br.S=C=Nc1ccc(CSc2nc3ccccc3[nH]2)cc1. The result is 0 (inactive). (2) The drug is COc1ccc(C=NN2CC(=O)N3C4C=CC(CC4)N3C2=O)cc1. The result is 0 (inactive). (3) The drug is CC1(C)CC(=O)C(=CNC(N)=S)C(=O)C1. The result is 0 (inactive). (4) The compound is CCN1CCC(O)(c2ccc([N+](=O)[O-])cc2)C(C(=O)c2ccc([N+](=O)[O-])cc2)C1.Cl. The result is 0 (inactive). (5) The molecule is Cl.O=C(OCCN1CCNCC1)c1cc2ccccc2[nH]1. The result is 0 (inactive). (6) The drug is CN(Cc1ccccc1)C(=NC#N)N(C)Cc1ccccc1. The result is 0 (inactive). (7) The drug is c1ccc(SC23C4C5C6C4C2C6C53)nc1. The result is 0 (inactive). (8) The drug is CN(CCn1cnc2c1c(=O)n(C)c(=O)n2C)C1CCCCC1. The result is 0 (inactive).